This data is from Peptide-MHC class I binding affinity with 185,985 pairs from IEDB/IMGT. The task is: Regression. Given a peptide amino acid sequence and an MHC pseudo amino acid sequence, predict their binding affinity value. This is MHC class I binding data. (1) The peptide sequence is DLMGYIPLV. The MHC is HLA-A02:02 with pseudo-sequence HLA-A02:02. The binding affinity (normalized) is 0.455. (2) The peptide sequence is NPAWRKAVF. The MHC is HLA-B15:01 with pseudo-sequence HLA-B15:01. The binding affinity (normalized) is 0.236. (3) The peptide sequence is LLKDLMPFV. The MHC is HLA-A03:01 with pseudo-sequence HLA-A03:01. The binding affinity (normalized) is 0.0734. (4) The peptide sequence is SFYCDPKRYF. The MHC is HLA-A24:02 with pseudo-sequence HLA-A24:02. The binding affinity (normalized) is 0.437. (5) The peptide sequence is HMIAGVFFTF. The MHC is HLA-B15:01 with pseudo-sequence HLA-B15:01. The binding affinity (normalized) is 0.964. (6) The peptide sequence is WLRAHPVAI. The MHC is HLA-A30:01 with pseudo-sequence HLA-A30:01. The binding affinity (normalized) is 0.213.